From a dataset of Reaction yield outcomes from USPTO patents with 853,638 reactions. Predict the reaction yield, written as a fraction of the theoretical maximum amount of product (1.0 means a 100% yield; for example, 0.34 means a 34% yield). The reactants are [C:1]([O:5][C:6]([N:8]1[C:13]2[CH:14]=[C:15]([Cl:19])[C:16](Br)=[CH:17][C:12]=2[O:11][CH:10]([C:20]([N:22]2[CH2:27][CH2:26][C:25]([C:36]#[N:37])([CH2:28][C:29]3[CH:34]=[CH:33][C:32]([F:35])=[CH:31][CH:30]=3)[CH2:24][CH2:23]2)=[O:21])[CH2:9]1)=[O:7])([CH3:4])([CH3:3])[CH3:2].CC1(C)C(C)(C)OB([C:46]2[CH:51]=[CH:50][CH:49]=[CH:48][N:47]=2)O1.C([O-])([O-])=O.[Na+].[Na+]. The catalyst is C1(C)C=CC=CC=1.O.O. The product is [C:1]([O:5][C:6]([N:8]1[C:13]2[CH:14]=[C:15]([Cl:19])[C:16]([C:46]3[CH:51]=[CH:50][CH:49]=[CH:48][N:47]=3)=[CH:17][C:12]=2[O:11][CH:10]([C:20]([N:22]2[CH2:27][CH2:26][C:25]([C:36]#[N:37])([CH2:28][C:29]3[CH:34]=[CH:33][C:32]([F:35])=[CH:31][CH:30]=3)[CH2:24][CH2:23]2)=[O:21])[CH2:9]1)=[O:7])([CH3:4])([CH3:3])[CH3:2]. The yield is 0.140.